From a dataset of Full USPTO retrosynthesis dataset with 1.9M reactions from patents (1976-2016). Predict the reactants needed to synthesize the given product. (1) Given the product [Br:1][C:2]1[N:6]([CH2:17][CH3:18])[C:5]2[CH:7]=[CH:8][CH:9]=[CH:10][C:4]=2[N:3]=1, predict the reactants needed to synthesize it. The reactants are: [Br:1][C:2]1[NH:6][C:5]2[CH:7]=[CH:8][CH:9]=[CH:10][C:4]=2[N:3]=1.[H-].[Na+].S(OCC)(O[CH2:17][CH3:18])(=O)=O. (2) Given the product [C:1]([O:5][C:6]([N:8]1[CH2:13][CH2:12][N:11]([C:14]2[CH:19]=[CH:18][CH:17]=[C:16]([NH:28][CH2:27][CH2:26][N:21]3[CH2:25][CH2:24][CH2:23][CH2:22]3)[CH:15]=2)[CH2:10][CH2:9]1)=[O:7])([CH3:4])([CH3:3])[CH3:2], predict the reactants needed to synthesize it. The reactants are: [C:1]([O:5][C:6]([N:8]1[CH2:13][CH2:12][N:11]([C:14]2[CH:19]=[CH:18][CH:17]=[C:16](Br)[CH:15]=2)[CH2:10][CH2:9]1)=[O:7])([CH3:4])([CH3:3])[CH3:2].[N:21]1([CH2:26][CH2:27][NH2:28])[CH2:25][CH2:24][CH2:23][CH2:22]1.CC1(C)C2C(=C(P(C3C=CC=CC=3)C3C=CC=CC=3)C=CC=2)OC2C(P(C3C=CC=CC=3)C3C=CC=CC=3)=CC=CC1=2.CC([O-])(C)C.[Na+]. (3) Given the product [ClH:1].[ClH:1].[CH3:11][CH:10]([CH3:12])[C@H:9]([NH2:8])[C:13](=[O:14])[N:15]1[CH2:20][CH2:19][CH:18]([O:21][C:22]2[CH:23]=[N:24][CH:25]=[CH:26][CH:27]=2)[CH2:17][CH2:16]1, predict the reactants needed to synthesize it. The reactants are: [ClH:1].C(OC(=O)[NH:8][C@H:9]([C:13]([N:15]1[CH2:20][CH2:19][CH:18]([O:21][C:22]2[CH:23]=[N:24][CH:25]=[CH:26][CH:27]=2)[CH2:17][CH2:16]1)=[O:14])[CH:10]([CH3:12])[CH3:11])(C)(C)C.